Dataset: Peptide-MHC class I binding affinity with 185,985 pairs from IEDB/IMGT. Task: Regression. Given a peptide amino acid sequence and an MHC pseudo amino acid sequence, predict their binding affinity value. This is MHC class I binding data. (1) The peptide sequence is AIAPTRAVL. The MHC is HLA-B35:01 with pseudo-sequence HLA-B35:01. The binding affinity (normalized) is 0.0847. (2) The peptide sequence is AVSKNRRQL. The MHC is HLA-A03:01 with pseudo-sequence HLA-A03:01. The binding affinity (normalized) is 0.0847.